Predict the reaction yield, written as a fraction of the theoretical maximum amount of product (1.0 means a 100% yield; for example, 0.34 means a 34% yield). From a dataset of Reaction yield outcomes from USPTO patents with 853,638 reactions. The reactants are Cl.[CH3:2][C:3]1[CH:8]=[C:7]([CH3:9])[NH:6][C:5](=[O:10])[C:4]=1[CH2:11][NH:12][C:13]([C:15]1[C:16]2[CH:28]=[N:27][N:26]([CH:29]([CH3:31])[CH3:30])[C:17]=2[N:18]=[C:19]([C:21]([O:23]CC)=[CH2:22])[CH:20]=1)=[O:14].C([O-])(O)=O.[Na+]. The catalyst is CO.C(Cl)Cl. The product is [C:21]([C:19]1[CH:20]=[C:15]([C:13]([NH:12][CH2:11][C:4]2[C:5](=[O:10])[NH:6][C:7]([CH3:9])=[CH:8][C:3]=2[CH3:2])=[O:14])[C:16]2[CH:28]=[N:27][N:26]([CH:29]([CH3:30])[CH3:31])[C:17]=2[N:18]=1)(=[O:23])[CH3:22]. The yield is 0.900.